From a dataset of Reaction yield outcomes from USPTO patents with 853,638 reactions. Predict the reaction yield, written as a fraction of the theoretical maximum amount of product (1.0 means a 100% yield; for example, 0.34 means a 34% yield). (1) The reactants are [Cl:1][C:2]1[CH:7]=[CH:6][C:5]([C:8]2[NH:12][C:11]3[CH:13]=[CH:14][CH:15]=[C:16]([C:17]([OH:19])=[O:18])[C:10]=3[N:9]=2)=[C:4]([C:20]([F:23])([F:22])[F:21])[CH:3]=1.CO.[C:26](Cl)(=O)C(Cl)=O. The catalyst is C(Cl)Cl. The product is [Cl:1][C:2]1[CH:7]=[CH:6][C:5]([C:8]2[NH:12][C:11]3[CH:13]=[CH:14][CH:15]=[C:16]([C:17]([O:19][CH3:26])=[O:18])[C:10]=3[N:9]=2)=[C:4]([C:20]([F:22])([F:23])[F:21])[CH:3]=1. The yield is 0.750. (2) The reactants are C([O:4][C@@H:5]([C:7]1[CH:11]=[C:10]([C:12]2[CH:17]=[CH:16][CH:15]=[C:14]([Cl:18])[CH:13]=2)[O:9][N:8]=1)[CH3:6])(=O)C.O.[OH-].[Li+]. The catalyst is C1COCC1.O. The product is [Cl:18][C:14]1[CH:13]=[C:12]([C:10]2[O:9][N:8]=[C:7]([C@H:5]([OH:4])[CH3:6])[CH:11]=2)[CH:17]=[CH:16][CH:15]=1. The yield is 0.850. (3) The reactants are Cl.Cl.[C:3]([C:7]1[CH:12]=[CH:11][CH:10]=[CH:9][C:8]=1[N:13]1[CH2:18][CH2:17][NH:16][CH2:15][CH2:14]1)([CH3:6])([CH3:5])[CH3:4].[O:19]=[C:20]1[CH2:25][CH:24]([CH2:26][C:27](O)=[O:28])[CH2:23][C:22](=[O:30])[NH:21]1.Cl.C(N=C=NCCCN(C)C)C.O.ON1C2C=CC=CC=2N=N1. The catalyst is O.CN(C)C=O.C(N(CC)CC)C. The product is [C:3]([C:7]1[CH:12]=[CH:11][CH:10]=[CH:9][C:8]=1[N:13]1[CH2:18][CH2:17][N:16]([C:27](=[O:28])[CH2:26][CH:24]2[CH2:23][C:22](=[O:30])[NH:21][C:20](=[O:19])[CH2:25]2)[CH2:15][CH2:14]1)([CH3:6])([CH3:4])[CH3:5]. The yield is 0.130. (4) The reactants are [C:1]([O:5][C:6]([N:8]1[CH2:12][C@@H:11]([O:13][CH3:14])[CH2:10][C@H:9]1[C:15]([OH:17])=O)=[O:7])([CH3:4])([CH3:3])[CH3:2].Cl.C([N:21]=C=NCCCN(C)C)C.O.N1(O)C2C=CC=CC=2N=N1.[OH-].[NH4+]. The catalyst is C(#N)C. The product is [C:15]([C@@H:9]1[CH2:10][C@H:11]([O:13][CH3:14])[CH2:12][N:8]1[C:6]([O:5][C:1]([CH3:4])([CH3:3])[CH3:2])=[O:7])(=[O:17])[NH2:21]. The yield is 1.00.